This data is from Catalyst prediction with 721,799 reactions and 888 catalyst types from USPTO. The task is: Predict which catalyst facilitates the given reaction. (1) Product: [CH2:29]([N:36]1[C:44]2[C:39](=[C:40]([NH:45][C:19]([C:16]3[N:13]4[CH:14]=[CH:15][C:10]([O:9][CH2:8][CH2:7][N:4]5[CH2:3][CH2:2][O:1][CH2:6][CH2:5]5)=[CH:11][C:12]4=[N:18][CH:17]=3)=[O:21])[CH:41]=[CH:42][CH:43]=2)[CH:38]=[N:37]1)[C:30]1[CH:31]=[CH:32][CH:33]=[CH:34][CH:35]=1. Reactant: [O:1]1[CH2:6][CH2:5][N:4]([CH2:7][CH2:8][O:9][C:10]2[CH:15]=[CH:14][N:13]3[C:16]([C:19]([O-:21])=O)=[CH:17][N:18]=[C:12]3[CH:11]=2)[CH2:3][CH2:2]1.[Li+].C(Cl)(=O)C(Cl)=O.[CH2:29]([N:36]1[C:44]2[CH:43]=[CH:42][CH:41]=[C:40]([NH2:45])[C:39]=2[CH:38]=[N:37]1)[C:30]1[CH:35]=[CH:34][CH:33]=[CH:32][CH:31]=1.CCN(C(C)C)C(C)C. The catalyst class is: 59. (2) Reactant: [CH2:1]([NH:3][C:4]([C:6]1[CH:7]=[C:8]([CH:12]=[CH:13][CH:14]=1)[C:9](O)=[O:10])=[O:5])[CH3:2].CN(C(ON1N=NC2C=CC=NC1=2)=[N+](C)C)C.F[P-](F)(F)(F)(F)F.CCN(C(C)C)C(C)C.[NH2:48][CH2:49][CH2:50][CH:51]1[CH2:56][CH2:55][N:54]([C:57]2[C:58]3[S:65][C:64]([C:66]([NH2:68])=[O:67])=[CH:63][C:59]=3[N:60]=[CH:61][N:62]=2)[CH2:53][CH2:52]1. Product: [C:66]([C:64]1[S:65][C:58]2[C:57]([N:54]3[CH2:53][CH2:52][CH:51]([CH2:50][CH2:49][NH:48][C:9](=[O:10])[C:8]4[CH:12]=[CH:13][CH:14]=[C:6]([C:4]([NH:3][CH2:1][CH3:2])=[O:5])[CH:7]=4)[CH2:56][CH2:55]3)=[N:62][CH:61]=[N:60][C:59]=2[CH:63]=1)(=[O:67])[NH2:68]. The catalyst class is: 3. (3) Reactant: [CH2:1]([O:5][C:6]([C:8]1[N:9]=[C:10](O)[C:11]2[C:16]([C:17]=1[OH:18])=[CH:15][C:14]([O:19][C:20]1[C:25]([CH3:26])=[CH:24][CH:23]=[CH:22][C:21]=1[CH2:27][CH3:28])=[CH:13][CH:12]=2)=[O:7])[CH2:2][CH2:3][CH3:4].P(Br)(Br)([Br:32])=O. Product: [CH2:1]([O:5][C:6]([C:8]1[N:9]=[C:10]([Br:32])[C:11]2[C:16]([C:17]=1[OH:18])=[CH:15][C:14]([O:19][C:20]1[C:25]([CH3:26])=[CH:24][CH:23]=[CH:22][C:21]=1[CH2:27][CH3:28])=[CH:13][CH:12]=2)=[O:7])[CH2:2][CH2:3][CH3:4]. The catalyst class is: 23. (4) Reactant: [Cl:1][C:2]1[CH:10]=[C:9]([O:11][CH:12]([CH3:14])[CH3:13])[C:8]([N:15]2[CH:19]=[CH:18][CH:17]=[N:16]2)=[CH:7][C:3]=1[C:4]([NH2:6])=[O:5].[C:20](Cl)(=[O:24])C(Cl)=O.[NH2:26][C:27]1[S:28][C:29]2[CH:35]=[C:34]([S:36]([CH:39]3[CH2:44][CH2:43][N:42](C(OC(C)(C)C)=O)[CH2:41][CH2:40]3)(=[O:38])=[O:37])[CH:33]=[CH:32][C:30]=2[N:31]=1. Product: [Cl:1][C:2]1[CH:10]=[C:9]([O:11][CH:12]([CH3:14])[CH3:13])[C:8]([N:15]2[CH:19]=[CH:18][CH:17]=[N:16]2)=[CH:7][C:3]=1[C:4]([NH:6][C:20](=[O:24])[NH:26][C:27]1[S:28][C:29]2[CH:35]=[C:34]([S:36]([CH:39]3[CH2:44][CH2:43][NH:42][CH2:41][CH2:40]3)(=[O:38])=[O:37])[CH:33]=[CH:32][C:30]=2[N:31]=1)=[O:5]. The catalyst class is: 295. (5) Reactant: [C:1]1([C:7]2[C:8]([C:12]([OH:14])=O)=[CH:9][NH:10][CH:11]=2)[CH:6]=[CH:5][CH:4]=[CH:3][CH:2]=1.Cl.C[N:17]([CH3:26])CCCN=C=NCC.[OH2:27].O[N:29]1[C:33]2[CH:34]=[CH:35][CH:36]=[CH:37][C:32]=2N=N1.[CH2:38]([N:40](CC)[CH2:41][CH3:42])[CH3:39]. Product: [C:1]1([C:7]2[C:8]([C:12]([N:40]3[CH2:41][CH2:42][N:29]([C:33]4[CH:32]=[C:37]([CH:36]=[CH:35][CH:34]=4)[C:26]([NH2:17])=[O:27])[CH2:39][CH2:38]3)=[O:14])=[CH:9][NH:10][CH:11]=2)[CH:2]=[CH:3][CH:4]=[CH:5][CH:6]=1. The catalyst class is: 4. (6) The catalyst class is: 330. Reactant: [C:1]([O:5][C:6]([CH2:8][N:9]1[C:13]2[CH:14]=[C:15]([Cl:18])[CH:16]=[CH:17][C:12]=2[N:11](C(OC(C)(C)C)=O)[C:10]1=[O:26])=[O:7])([CH3:4])([CH3:3])[CH3:2]. Product: [Cl:18][C:15]1[CH:16]=[CH:17][C:12]2[NH:11][C:10](=[O:26])[N:9]([CH2:8][C:6]([O:5][C:1]([CH3:3])([CH3:2])[CH3:4])=[O:7])[C:13]=2[CH:14]=1.